This data is from Forward reaction prediction with 1.9M reactions from USPTO patents (1976-2016). The task is: Predict the product of the given reaction. (1) Given the reactants [C:1]([N:5]1[C:9]2[N:10]=[C:11]([NH:13][C:14](=[O:22])[C:15]3[CH:20]=[CH:19][C:18]([CH3:21])=[CH:17][CH:16]=3)[S:12][C:8]=2[C:7]([C:23](O)=[O:24])=[CH:6]1)([CH3:4])([CH3:3])[CH3:2].Cl.[S:27]1[CH:31]=[CH:30][N:29]=[C:28]1[CH2:32][NH2:33].ON1C2N=CC=CC=2N=N1.Cl.CN(C)CCCN=C=NCC.CN1CCOCC1, predict the reaction product. The product is: [S:27]1[CH:31]=[CH:30][N:29]=[C:28]1[CH2:32][NH:33][C:23]([C:7]1[C:8]2[S:12][C:11]([NH:13][C:14](=[O:22])[C:15]3[CH:16]=[CH:17][C:18]([CH3:21])=[CH:19][CH:20]=3)=[N:10][C:9]=2[N:5]([C:1]([CH3:3])([CH3:4])[CH3:2])[CH:6]=1)=[O:24]. (2) The product is: [CH3:1][C:2]1([CH3:29])[CH2:15][CH2:14][C:13]([CH3:16])([CH3:17])[C:12]2[CH:11]=[C:10]3[C:5]([CH:6]=[CH:7][CH:8]=[C:9]3[CH:18]([OH:19])[C:20]3[CH:28]=[CH:27][C:23]([C:24]([OH:26])=[O:25])=[CH:22][CH:21]=3)=[CH:4][C:3]1=2. Given the reactants [CH3:1][C:2]1([CH3:29])[CH2:15][CH2:14][C:13]([CH3:17])([CH3:16])[C:12]2[CH:11]=[C:10]3[C:5]([CH:6]=[CH:7][CH:8]=[C:9]3[C:18]([C:20]3[CH:28]=[CH:27][C:23]([C:24]([OH:26])=[O:25])=[CH:22][CH:21]=3)=[O:19])=[CH:4][C:3]1=2.[BH4-].[Na+], predict the reaction product. (3) Given the reactants CS(O[CH2:6][C:7]1[CH:8]=[C:9]2[C:14](=[CH:15][CH:16]=1)[CH2:13][N:12]([C:17]([O:19][C:20]([CH3:23])([CH3:22])[CH3:21])=[O:18])[CH2:11][CH2:10]2)(=O)=O.[N-:24]=[N+:25]=[N-:26].[Na+].CN1CCCC1=O, predict the reaction product. The product is: [N:24]([CH2:6][C:7]1[CH:8]=[C:9]2[C:14](=[CH:15][CH:16]=1)[CH2:13][N:12]([C:17]([O:19][C:20]([CH3:23])([CH3:22])[CH3:21])=[O:18])[CH2:11][CH2:10]2)=[N+:25]=[N-:26]. (4) Given the reactants [Fe:1](Cl)Cl.[C:4]([O-:23])(=[O:22])[CH2:5][CH2:6][CH2:7][CH2:8][CH2:9][CH2:10][CH2:11]/[CH:12]=[CH:13]\[CH2:14][CH2:15][CH2:16][CH2:17][CH2:18][CH2:19][CH2:20][CH3:21].[Na+].C(O)C.O, predict the reaction product. The product is: [Fe:1].[C:4]([O-:23])(=[O:22])[CH2:5][CH2:6][CH2:7][CH2:8][CH2:9][CH2:10][CH2:11]/[CH:12]=[CH:13]\[CH2:14][CH2:15][CH2:16][CH2:17][CH2:18][CH2:19][CH2:20][CH3:21]. (5) Given the reactants [C:1]([C:4]1[C:8]([CH2:9][C:10]2[CH:15]=[CH:14][CH:13]=[CH:12][C:11]=2[S:16]([C:19]2[CH:24]=[CH:23][CH:22]=[CH:21][CH:20]=2)(=[O:18])=[O:17])=[C:7]([CH3:25])[N:6]([CH2:26][C:27]([O:29]CC)=[O:28])[C:5]=1[CH3:32])(=[O:3])[CH3:2].[Li+].[OH-].CCOC(C)=O.Cl, predict the reaction product. The product is: [C:1]([C:4]1[C:8]([CH2:9][C:10]2[CH:15]=[CH:14][CH:13]=[CH:12][C:11]=2[S:16]([C:19]2[CH:24]=[CH:23][CH:22]=[CH:21][CH:20]=2)(=[O:17])=[O:18])=[C:7]([CH3:25])[N:6]([CH2:26][C:27]([OH:29])=[O:28])[C:5]=1[CH3:32])(=[O:3])[CH3:2]. (6) Given the reactants [Cl:1][C:2]1[N:10]=[CH:9][CH:8]=[CH:7][C:3]=1[C:4]([OH:6])=[O:5].[C:11](Cl)(=O)C(Cl)=O.C(N(CC)CC)C.CO, predict the reaction product. The product is: [Cl:1][C:2]1[N:10]=[CH:9][CH:8]=[CH:7][C:3]=1[C:4]([O:6][CH3:11])=[O:5].